This data is from Catalyst prediction with 721,799 reactions and 888 catalyst types from USPTO. The task is: Predict which catalyst facilitates the given reaction. (1) Product: [CH3:1][O:2][C:3]1[CH:11]=[CH:10][C:6]([C:7]([NH2:16])=[O:8])=[C:5]([N+:12]([O-:14])=[O:13])[CH:4]=1. The catalyst class is: 2. Reactant: [CH3:1][O:2][C:3]1[CH:11]=[CH:10][C:6]([C:7](O)=[O:8])=[C:5]([N+:12]([O-:14])=[O:13])[CH:4]=1.C[N:16](C=O)C.C(Cl)(=O)C(Cl)=O. (2) Reactant: Br[CH:2]1[C:10]2[C:5](=[CH:6][CH:7]=[CH:8][CH:9]=2)[C:4](=[O:11])[CH2:3]1.[C:12]([SH:16])([CH3:15])([CH3:14])[CH3:13].CCN(C(C)C)C(C)C. Product: [C:12]([S:16][CH:2]1[C:10]2[C:5](=[CH:6][CH:7]=[CH:8][CH:9]=2)[C:4](=[O:11])[CH2:3]1)([CH3:15])([CH3:14])[CH3:13]. The catalyst class is: 1.